Task: Predict the reaction yield, written as a fraction of the theoretical maximum amount of product (1.0 means a 100% yield; for example, 0.34 means a 34% yield).. Dataset: Reaction yield outcomes from USPTO patents with 853,638 reactions (1) The reactants are [OH:1][C:2]1[CH:9]=[CH:8][C:5]([CH:6]=O)=[CH:4][C:3]=1[CH3:10].[NH2:11][C:12]1[CH:20]=[C:19]([O:21][CH3:22])[CH:18]=[C:17]([O:23][CH3:24])[C:13]=1[C:14]([NH2:16])=[O:15].OS([O-])=O.[Na+].CC1C=CC(S(O)(=O)=O)=CC=1.O. The catalyst is CC(N(C)C)=O.CCOC(C)=O. The product is [OH:1][C:2]1[CH:9]=[CH:8][C:5]([C:6]2[NH:16][C:14](=[O:15])[C:13]3[C:12](=[CH:20][C:19]([O:21][CH3:22])=[CH:18][C:17]=3[O:23][CH3:24])[N:11]=2)=[CH:4][C:3]=1[CH3:10]. The yield is 0.350. (2) The reactants are [C:1]([O:5][C:6]([N:8]1[C@@H:12]([CH3:13])[C@H:11]([F:14])[CH2:10][C@H:9]1[C:15]([NH:17][CH2:18][C:19]1[C:24]([F:25])=[CH:23][N:22]=[C:21]([C:26]2[CH:27]=[C:28]([C:36]([O:38]CC)=[O:37])[C:29]([C:32]([F:35])([F:34])[F:33])=[N:30][CH:31]=2)[CH:20]=1)=[O:16])=[O:7])([CH3:4])([CH3:3])[CH3:2].[Li+].[OH-].O.Cl. The catalyst is C1COCC1. The product is [C:1]([O:5][C:6]([N:8]1[C@@H:12]([CH3:13])[C@H:11]([F:14])[CH2:10][C@H:9]1[C:15]([NH:17][CH2:18][C:19]1[C:24]([F:25])=[CH:23][N:22]=[C:21]([C:26]2[CH:31]=[N:30][C:29]([C:32]([F:33])([F:34])[F:35])=[C:28]([C:36]([OH:38])=[O:37])[CH:27]=2)[CH:20]=1)=[O:16])=[O:7])([CH3:2])([CH3:3])[CH3:4]. The yield is 0.880. (3) The reactants are C([O:8][C:9]1[CH:28]=[C:27]([CH2:29][CH3:30])[CH:26]=[CH:25][C:10]=1[O:11][C:12]1[CH:17]=[CH:16][C:15]([S:18]([NH:21][CH2:22][CH3:23])(=[O:20])=[O:19])=[CH:14][C:13]=1[F:24])C1C=CC=CC=1.O1CCCC1. The catalyst is C(O)C. The product is [CH2:22]([NH:21][S:18]([C:15]1[CH:16]=[CH:17][C:12]([O:11][C:10]2[CH:25]=[CH:26][C:27]([CH2:29][CH3:30])=[CH:28][C:9]=2[OH:8])=[C:13]([F:24])[CH:14]=1)(=[O:19])=[O:20])[CH3:23]. The yield is 0.440.